This data is from Catalyst prediction with 721,799 reactions and 888 catalyst types from USPTO. The task is: Predict which catalyst facilitates the given reaction. Reactant: [CH2:1]([O:8][C:9]1[CH:10]=[C:11]([CH:18]=[CH:19][CH:20]=1)[CH2:12][CH:13]([C:16]#[N:17])[C:14]#[N:15])[C:2]1[CH:7]=[CH:6][CH:5]=[CH:4][CH:3]=1.[H-].[Na+].Br[CH2:24][CH2:25][C:26]([F:29])([F:28])[F:27]. Product: [CH2:1]([O:8][C:9]1[CH:10]=[C:11]([CH:18]=[CH:19][CH:20]=1)[CH2:12][C:13]([CH2:24][CH2:25][C:26]([F:29])([F:28])[F:27])([C:16]#[N:17])[C:14]#[N:15])[C:2]1[CH:3]=[CH:4][CH:5]=[CH:6][CH:7]=1. The catalyst class is: 9.